Dataset: Catalyst prediction with 721,799 reactions and 888 catalyst types from USPTO. Task: Predict which catalyst facilitates the given reaction. (1) Reactant: C[O:2][C:3]([C:5]1[N:6]=[C:7]([NH2:12])[S:8][C:9]=1[CH:10]=O)=O.O.[NH2:14][NH2:15].C(O)(=O)C. Product: [NH2:12][C:7]1[S:8][C:9]2[CH:10]=[N:15][NH:14][C:3](=[O:2])[C:5]=2[N:6]=1. The catalyst class is: 357. (2) Reactant: C(OC(=O)[NH:7][C@@H:8]1[CH2:13][CH2:12][CH2:11][N:10]([C:14]([C:16]2[CH:38]=[CH:37][C:19]3[N:20]([CH3:36])[C:21]([C:23]4[N:33]([CH2:34][CH3:35])[C:26]5=[CH:27][N:28]=[C:29]([O:31][CH3:32])[CH:30]=[C:25]5[CH:24]=4)=[N:22][C:18]=3[CH:17]=2)=[O:15])[CH2:9]1)(C)(C)C.C(O)(C(F)(F)F)=O. Product: [NH2:7][C@@H:8]1[CH2:13][CH2:12][CH2:11][N:10]([C:14]([C:16]2[CH:38]=[CH:37][C:19]3[N:20]([CH3:36])[C:21]([C:23]4[N:33]([CH2:34][CH3:35])[C:26]5=[CH:27][N:28]=[C:29]([O:31][CH3:32])[CH:30]=[C:25]5[CH:24]=4)=[N:22][C:18]=3[CH:17]=2)=[O:15])[CH2:9]1. The catalyst class is: 4. (3) Reactant: CC(C)CC[NH:5][C:6]1[S:7][CH:8]=[C:9]([C:11]2[CH:18]=[CH:17][C:14]([CH2:15][NH2:16])=[CH:13][CH:12]=2)[N:10]=1.[H-].[Al+3].[Li+].[H-].[H-].[H-].CC(C)CCNC1SC=C(C2C=CC(C#N)=CC=2)N=1. Product: [NH2:5][C:6]1[S:7][CH:8]=[C:9]([C:11]2[CH:12]=[CH:13][C:14]([C:15]#[N:16])=[CH:17][CH:18]=2)[N:10]=1. The catalyst class is: 1. (4) Reactant: [Cl:1][C:2]1[CH:10]=[C:9]2[C:5]([CH:6]=[C:7]([C:11](=[O:28])[NH:12][CH:13]([C:18]3[CH:23]=[CH:22][CH:21]=[C:20]([C:24]([F:27])([F:26])[F:25])[CH:19]=3)[C:14]([F:17])([F:16])[F:15])[NH:8]2)=[CH:4][C:3]=1[C:29]([O:31]CC)=[O:30].B(Br)(Br)Br.O. Product: [Cl:1][C:2]1[CH:10]=[C:9]2[C:5]([CH:6]=[C:7]([C:11](=[O:28])[NH:12][CH:13]([C:18]3[CH:23]=[CH:22][CH:21]=[C:20]([C:24]([F:27])([F:26])[F:25])[CH:19]=3)[C:14]([F:16])([F:15])[F:17])[NH:8]2)=[CH:4][C:3]=1[C:29]([OH:31])=[O:30]. The catalyst class is: 4. (5) Product: [Br:1][C:2]1[C:10]2[C:9]([O:13][C@H:14]([CH2:20][C:21]3[CH:26]=[CH:25][CH:24]=[CH:23][C:22]=3[O:27][CH2:28][CH2:29][N:30]3[CH2:31][CH2:32][N:33]([CH3:36])[CH2:34][CH2:35]3)[C:15]([O:17][CH2:18][CH3:19])=[O:16])=[N:8][CH:7]=[N:6][C:5]=2[S:4][C:3]=1[I:12]. The catalyst class is: 107. Reactant: [Br:1][C:2]1[C:10]2[C:9](Cl)=[N:8][CH:7]=[N:6][C:5]=2[S:4][C:3]=1[I:12].[OH:13][C@H:14]([CH2:20][C:21]1[CH:26]=[CH:25][CH:24]=[CH:23][C:22]=1[O:27][CH2:28][CH2:29][N:30]1[CH2:35][CH2:34][N:33]([CH3:36])[CH2:32][CH2:31]1)[C:15]([O:17][CH2:18][CH3:19])=[O:16].C([O-])([O-])=O.[Cs+].[Cs+]. (6) Reactant: ClC1C=C(S([NH:12][C:13]2[CH:14]=[C:15]3[C:19](=[CH:20][CH:21]=2)[N:18]([CH3:22])[C:17](=[O:23])[CH2:16]3)(=O)=O)C=C(Cl)C=1. Product: [NH2:12][C:13]1[CH:14]=[C:15]2[C:19](=[CH:20][CH:21]=1)[N:18]([CH3:22])[C:17](=[O:23])[CH2:16]2. The catalyst class is: 5.